This data is from Drug-target binding data from BindingDB using IC50 measurements. The task is: Regression. Given a target protein amino acid sequence and a drug SMILES string, predict the binding affinity score between them. We predict pIC50 (pIC50 = -log10(IC50 in M); higher means more potent). Dataset: bindingdb_ic50. The drug is CN1C[C@@H](O)[C@H](O)[C@H]1CO. The target protein sequence is MGTGSLAPGVRAGGGNTGWLWMSSCNLGLPVLSISFLIWLLLAAPGAQAAGYKTCPTTKPGMLNVHLLPHTHDDVGWLKTVDQYYYGIMSDVQHASVQYILDSVIYSLLNDPTRRFIYVEMAFFSRWWKQQTNVTQDAVRNLVRQGRLEFVNGGWVMNDEAATHYGAIVDQMTLGLRFLQDTFGSDGLPRVAWHIDPFGHSREQASLFAQMGFDGFFLGRIDYQDKFNRKRKLKMEELWRASASLKPPAADLFTGVLPNNYNPPKDLCWDVLCTDPPVVDDPTSPEFNANKLVDYFLNLASSQKKYYRTNHTVMTMGSDFQYENANMWFKNMDKLIRLVNEQQANGSKVHVLYSTPSCYLWELNKANLTWTVKEDDFFPYADGPHMFWTGYFSSRPALKRYERLSYNFLQVCNQLEALVGPEAKVGPYGSGDSAPLNEAMAVLQHHDAVTGTARQNVVNDYAKQLAAGWGPCEVLVSNALARLSLYKQNFSFCREINISI.... The pIC50 is 3.4.